From a dataset of Reaction yield outcomes from USPTO patents with 853,638 reactions. Predict the reaction yield, written as a fraction of the theoretical maximum amount of product (1.0 means a 100% yield; for example, 0.34 means a 34% yield). (1) The reactants are [F:1][C:2]1[CH:23]=[CH:22][C:5]([CH2:6][N:7]2[C:11](=[O:12])[N:10]([C:13]3[S:14][C:15]([C:19]([NH2:21])=O)=[C:16]([CH3:18])[N:17]=3)[CH:9]=[N:8]2)=[CH:4][CH:3]=1.N1C=CC=CC=1.FC(F)(F)C(OC(=O)C(F)(F)F)=O. The catalyst is O1CCOCC1. The product is [F:1][C:2]1[CH:23]=[CH:22][C:5]([CH2:6][N:7]2[C:11](=[O:12])[N:10]([C:13]3[S:14][C:15]([C:19]#[N:21])=[C:16]([CH3:18])[N:17]=3)[CH:9]=[N:8]2)=[CH:4][CH:3]=1. The yield is 0.630. (2) The reactants are Br[C:2]1[CH:3]=[N:4][N:5]([CH3:16])[C:6]=1[C:7]1[CH:8]=[C:9]([C:12]([O:14][CH3:15])=[O:13])[S:10][CH:11]=1.[CH3:17]B1OB(C)OB(C)O1.C([O-])([O-])=O.[K+].[K+]. The catalyst is CN(C)C=O.C1C=CC(P(C2C=CC=CC=2)[C-]2C=CC=C2)=CC=1.C1C=CC(P(C2C=CC=CC=2)[C-]2C=CC=C2)=CC=1.Cl[Pd]Cl.[Fe+2]. The product is [CH3:16][N:5]1[C:6]([C:7]2[CH:8]=[C:9]([C:12]([O:14][CH3:15])=[O:13])[S:10][CH:11]=2)=[C:2]([CH3:17])[CH:3]=[N:4]1. The yield is 0.760. (3) The reactants are [NH2:1][N:2]1[C:7](=[O:8])[C:6]([C:9]2[NH:14][C:13]3[CH:15]=[CH:16][CH:17]=[CH:18][C:12]=3[S:11](=[O:20])(=[O:19])[N:10]=2)=[C:5]([OH:21])[C:4]2[S:22][CH:23]=[CH:24][C:3]1=2.[CH3:25][CH:26]([CH3:30])[CH2:27][CH:28]=O. The catalyst is CN(C)C(=O)C. The product is [O:19]=[S:11]1(=[O:20])[C:12]2[CH:18]=[CH:17][CH:16]=[CH:15][C:13]=2[NH:14][C:9]([C:6]2[C:7](=[O:8])[N:2]([N:1]=[CH:28][CH2:27][CH:26]([CH3:30])[CH3:25])[C:3]3[CH:24]=[CH:23][S:22][C:4]=3[C:5]=2[OH:21])=[N:10]1. The yield is 0.710. (4) The reactants are [N:1]1[CH:6]=[CH:5][CH:4]=[C:3]([C:7]2[S:8][C:9]([C:16]([OH:18])=O)=[C:10]([C:12]([F:15])([F:14])[F:13])[N:11]=2)[CH:2]=1.S(Cl)(Cl)=O.[CH3:23][S:24][CH2:25][CH2:26][NH2:27].C(N(CC)CC)C. The catalyst is C(Cl)Cl. The product is [CH3:23][S:24][CH2:25][CH2:26][NH:27][C:16]([C:9]1[S:8][C:7]([C:3]2[CH:2]=[N:1][CH:6]=[CH:5][CH:4]=2)=[N:11][C:10]=1[C:12]([F:13])([F:14])[F:15])=[O:18]. The yield is 0.580.